From a dataset of Catalyst prediction with 721,799 reactions and 888 catalyst types from USPTO. Predict which catalyst facilitates the given reaction. (1) Reactant: [NH2:1][C@H:2]1[C@H:7]([OH:8])[C:6]([F:10])([F:9])[CH2:5][CH2:4][CH2:3]1.C(N(CC)CC)C.[CH3:18][C:19]([O:22][C:23](O[C:23]([O:22][C:19]([CH3:21])([CH3:20])[CH3:18])=[O:24])=[O:24])([CH3:21])[CH3:20]. Product: [F:9][C:6]1([F:10])[CH2:5][CH2:4][CH2:3][C@@H:2]([NH:1][C:23](=[O:24])[O:22][C:19]([CH3:21])([CH3:20])[CH3:18])[C@@H:7]1[OH:8]. The catalyst class is: 4. (2) Reactant: CN(C)[CH:3]=[C:4]([C:10]1[CH:11]=[N:12][CH:13]=[CH:14][CH:15]=1)[C:5](OCC)=[O:6].[NH:17]([C:19]1[N:24]=[CH:23][C:22]([C:25]([O:27][C:28]([CH3:31])([CH3:30])[CH3:29])=[O:26])=[CH:21][CH:20]=1)[NH2:18].C1(C)C=CC(S(O)(=O)=O)=CC=1. Product: [O:6]=[C:5]1[N:17]([C:19]2[N:24]=[CH:23][C:22]([C:25]([O:27][C:28]([CH3:31])([CH3:30])[CH3:29])=[O:26])=[CH:21][CH:20]=2)[NH:18][CH:3]=[C:4]1[C:10]1[CH:11]=[N:12][CH:13]=[CH:14][CH:15]=1. The catalyst class is: 8. (3) Reactant: [CH3:1][C:2]1[CH:7]=[CH:6][C:5]([S:8]([N:11]2[C:15]([C:16]3[CH:21]=[CH:20][CH:19]=[CH:18][CH:17]=3)=[CH:14][C:13]([CH:22]=O)=[N:12]2)(=[O:10])=[O:9])=[CH:4][CH:3]=1.[Cl-:24].[CH3:25][NH3+:26].[BH4-].[Na+]. Product: [ClH:24].[CH3:25][NH:26][CH2:22][C:13]1[CH:14]=[C:15]([C:16]2[CH:21]=[CH:20][CH:19]=[CH:18][CH:17]=2)[N:11]([S:8]([C:5]2[CH:4]=[CH:3][C:2]([CH3:1])=[CH:7][CH:6]=2)(=[O:9])=[O:10])[N:12]=1. The catalyst class is: 5. (4) Reactant: C([N:8]1[C:16]2[C:11](=[CH:12][CH:13]=[C:14]([OH:17])[CH:15]=2)[C:10]([CH3:18])=[N:9]1)C1C=CC=CC=1.O.Cl. Product: [CH3:18][C:10]1[C:11]2[C:16](=[CH:15][C:14]([OH:17])=[CH:13][CH:12]=2)[NH:8][N:9]=1. The catalyst class is: 178. (5) Reactant: [OH:1][C:2]1[CH:11]=[CH:10][C:5]([C:6]([O:8][CH3:9])=[O:7])=[CH:4][CH:3]=1.[I-].[Na+].C(=O)([O-])[O-].[K+].[K+].Cl[CH2:21][C:22]#[N:23].Cl. Product: [C:22]([CH2:21][O:1][C:2]1[CH:3]=[CH:4][C:5]([C:6]([O:8][CH3:9])=[O:7])=[CH:10][CH:11]=1)#[N:23]. The catalyst class is: 95.